This data is from Full USPTO retrosynthesis dataset with 1.9M reactions from patents (1976-2016). The task is: Predict the reactants needed to synthesize the given product. (1) Given the product [CH2:23]([O:1][C:2]1[CH:11]=[CH:10][CH:9]=[C:8]2[C:3]=1[CH:4]=[C:5]([C:12]([O:14][CH2:15][CH3:16])=[O:13])[CH:6]=[N:7]2)[C:24]1[CH:29]=[CH:28][CH:27]=[CH:26][CH:25]=1, predict the reactants needed to synthesize it. The reactants are: [OH:1][C:2]1[CH:11]=[CH:10][CH:9]=[C:8]2[C:3]=1[CH:4]=[C:5]([C:12]([O:14][CH2:15][CH3:16])=[O:13])[CH:6]=[N:7]2.C([O-])([O-])=O.[Na+].[Na+].[CH2:23](Br)[C:24]1[CH:29]=[CH:28][CH:27]=[CH:26][CH:25]=1. (2) Given the product [CH2:12]([N:19]1[C@@H:24]2[CH2:25][CH2:26][C@@:20]1([C:37]1[CH:42]=[CH:41][CH:40]=[CH:39][CH:38]=1)[C@H:21]([OH:36])[CH2:22][CH2:23]2)[C:13]1[CH:14]=[CH:15][CH:16]=[CH:17][CH:18]=1, predict the reactants needed to synthesize it. The reactants are: [C-]1C2C(=CC=CC=2)C=CC=1.[Li+].[CH2:12]([N:19]1[C@@H:24]2[C@H:25](S(C3C=CC=CC=3)(=O)=O)[CH2:26][C@@:20]1([C:37]1[CH:42]=[CH:41][CH:40]=[CH:39][CH:38]=1)[C@H:21]([OH:36])[CH2:22][CH2:23]2)[C:13]1[CH:18]=[CH:17][CH:16]=[CH:15][CH:14]=1. (3) Given the product [C:2]([N:6]1[CH:14]=[C:13]2[C:8]([C:9](=[O:20])[NH:10][C:11]3([CH2:19][CH2:18][N:17]([C:32]([C:26]4[CH:25]=[C:24]5[C:29]([CH:30]=[CH:31][C:22]([Cl:21])=[N:23]5)=[CH:28][CH:27]=4)=[O:33])[CH2:16][CH2:15]3)[CH2:12]2)=[N:7]1)([CH3:5])([CH3:3])[CH3:4], predict the reactants needed to synthesize it. The reactants are: Cl.[C:2]([N:6]1[CH:14]=[C:13]2[C:8]([C:9](=[O:20])[NH:10][C:11]3([CH2:19][CH2:18][NH:17][CH2:16][CH2:15]3)[CH2:12]2)=[N:7]1)([CH3:5])([CH3:4])[CH3:3].[Cl:21][C:22]1[CH:31]=[CH:30][C:29]2[C:24](=[CH:25][C:26]([C:32](O)=[O:33])=[CH:27][CH:28]=2)[N:23]=1.